This data is from Reaction yield outcomes from USPTO patents with 853,638 reactions. The task is: Predict the reaction yield, written as a fraction of the theoretical maximum amount of product (1.0 means a 100% yield; for example, 0.34 means a 34% yield). (1) The reactants are S(Cl)(Cl)=O.BrCC1C=CC(C(O)=O)=CC=1.BrCC1C=CC(C(Cl)=O)=CC=1.[CH3:27][O:28][C:29]1[CH:30]=[C:31]2[C:36](=[CH:37][C:38]=1[O:39][CH3:40])[N:35]=[CH:34][CH:33]=[C:32]2[O:41][C:42]1[CH:48]=[CH:47][C:45]([NH2:46])=[CH:44][CH:43]=1.[Br:49][CH2:50][C:51]1[CH:56]=[CH:55][C:54]([CH2:57][C:58]([N:60]=[C:61]=[S:62])=[O:59])=[CH:53][CH:52]=1. The catalyst is C1(C)C=CC=CC=1.C(O)C. The product is [Br:49][CH2:50][C:51]1[CH:52]=[CH:53][C:54]([CH2:57][C:58]([NH:60][C:61]([NH:46][C:45]2[CH:47]=[CH:48][C:42]([O:41][C:32]3[C:31]4[C:36](=[CH:37][C:38]([O:39][CH3:40])=[C:29]([O:28][CH3:27])[CH:30]=4)[N:35]=[CH:34][CH:33]=3)=[CH:43][CH:44]=2)=[S:62])=[O:59])=[CH:55][CH:56]=1. The yield is 0.520. (2) The reactants are [Br:1][C:2]1[C:3]([F:29])=[CH:4][C:5]2[CH:11]3[CH2:12][CH:9]([CH2:10]3)[N:8]3[C:13]([CH:20]([OH:27])[C:21]4[N:25]([CH3:26])[CH:24]=[N:23][CH:22]=4)=[C:14]([C:16]([O:18]C)=O)[N:15]=[C:7]3[C:6]=2[CH:28]=1.C[O-].[Na+].C([NH2:35])=O. No catalyst specified. The product is [Br:1][C:2]1[C:3]([F:29])=[CH:4][C:5]2[CH:11]3[CH2:12][CH:9]([CH2:10]3)[N:8]3[C:13]([CH:20]([OH:27])[C:21]4[N:25]([CH3:26])[CH:24]=[N:23][CH:22]=4)=[C:14]([C:16]([NH2:35])=[O:18])[N:15]=[C:7]3[C:6]=2[CH:28]=1. The yield is 0.660. (3) The reactants are [CH2:1]([C:3]1[CH:8]=[C:7]([C:9](F)([C:17]([F:20])([F:19])[F:18])[C:10]([F:16])([F:15])[C:11]([F:14])([F:13])[F:12])[CH:6]=[C:5]([CH3:22])[C:4]=1[NH2:23])[CH3:2].[OH-:24].[K+]. The catalyst is C(#N)C.O. The product is [NH2:23][C:4]1[C:5]([CH3:22])=[CH:6][C:7]([C:9]([OH:24])([C:10]([F:16])([F:15])[C:11]([F:14])([F:13])[F:12])[C:17]([F:20])([F:19])[F:18])=[CH:8][C:3]=1[CH2:1][CH3:2]. The yield is 0.600. (4) The reactants are [NH2:1][C:2]1[CH:16]=[CH:15][C:5]2[N:6]([CH3:14])[C:7](=[O:13])[CH2:8][CH2:9][C:10]([CH3:12])([CH3:11])[C:4]=2[CH:3]=1.Cl[C:18]1[N:23]=[C:22]([NH:24][C:25]2[CH:26]=[C:27]([CH:32]=[CH:33][CH:34]=2)[C:28]([NH:30][CH3:31])=[O:29])[C:21]([Cl:35])=[CH:20][N:19]=1. No catalyst specified. The product is [Cl:35][C:21]1[C:22]([NH:24][C:25]2[CH:26]=[C:27]([CH:32]=[CH:33][CH:34]=2)[C:28]([NH:30][CH3:31])=[O:29])=[N:23][C:18]([NH:1][C:2]2[CH:16]=[CH:15][C:5]3[N:6]([CH3:14])[C:7](=[O:13])[CH2:8][CH2:9][C:10]([CH3:12])([CH3:11])[C:4]=3[CH:3]=2)=[N:19][CH:20]=1. The yield is 0.430. (5) The reactants are [NH2:1][C:2]1[C:11]2[C:6](=[C:7](I)[C:8]([F:12])=[CH:9][CH:10]=2)[N:5]=[N:4][C:3]=1[C:14]([NH:16][CH2:17][CH2:18][CH3:19])=[O:15].[CH3:20][O:21][C:22]1[CH:27]=[CH:26][C:25]([O:28][CH3:29])=[CH:24][C:23]=1B(O)O. The catalyst is CCOCC. The product is [NH2:1][C:2]1[C:11]2[C:6](=[C:7]([C:26]3[CH:27]=[C:22]([O:21][CH3:20])[CH:23]=[CH:24][C:25]=3[O:28][CH3:29])[C:8]([F:12])=[CH:9][CH:10]=2)[N:5]=[N:4][C:3]=1[C:14]([NH:16][CH2:17][CH2:18][CH3:19])=[O:15]. The yield is 0.710. (6) The reactants are [O:1]=[C:2]1[NH:7][N:6]=[C:5]([C:8]2[CH:13]=[CH:12][C:11]([CH2:14][CH2:15][O:16][C:17](=[O:19])[CH3:18])=[CH:10][CH:9]=2)[CH2:4][CH2:3]1. The catalyst is C(#N)C.[Cu](Cl)Cl. The product is [O:1]=[C:2]1[NH:7][N:6]=[C:5]([C:8]2[CH:13]=[CH:12][C:11]([CH2:14][CH2:15][O:16][C:17](=[O:19])[CH3:18])=[CH:10][CH:9]=2)[CH:4]=[CH:3]1. The yield is 0.960.